This data is from Reaction yield outcomes from USPTO patents with 853,638 reactions. The task is: Predict the reaction yield, written as a fraction of the theoretical maximum amount of product (1.0 means a 100% yield; for example, 0.34 means a 34% yield). (1) The reactants are [Cl-].O[NH3+:3].[C:4](=[O:7])([O-])[OH:5].[Na+].CS(C)=O.[C:13]([C:16]1[CH:56]=[CH:55][C:19]([O:20][C@@H:21]2[CH2:26][CH2:25][C@H:24]([N:27]3[C:32](=[O:33])[C:31]([CH2:34][C:35]4[CH:40]=[CH:39][C:38]([C:41]5[C:42]([C:47]#[N:48])=[CH:43][CH:44]=[CH:45][CH:46]=5)=[CH:37][CH:36]=4)=[C:30]([CH2:49][CH2:50][CH3:51])[N:29]4[N:52]=[CH:53][N:54]=[C:28]34)[CH2:23][CH2:22]2)=[CH:18][CH:17]=1)(=[O:15])[CH3:14]. The catalyst is O.C(OCC)(=O)C. The product is [C:13]([C:16]1[CH:17]=[CH:18][C:19]([O:20][C@@H:21]2[CH2:26][CH2:25][C@H:24]([N:27]3[C:32](=[O:33])[C:31]([CH2:34][C:35]4[CH:40]=[CH:39][C:38]([C:41]5[CH:46]=[CH:45][CH:44]=[CH:43][C:42]=5[C:47]5[NH:3][C:4](=[O:7])[O:5][N:48]=5)=[CH:37][CH:36]=4)=[C:30]([CH2:49][CH2:50][CH3:51])[N:29]4[N:52]=[CH:53][N:54]=[C:28]34)[CH2:23][CH2:22]2)=[CH:55][CH:56]=1)(=[O:15])[CH3:14]. The yield is 0.170. (2) The yield is 0.610. The reactants are [N:12]1([C:10]([S:9][S:9][C:10]([N:12]2[CH:16]=[CH:15][CH:14]=[CH:13]2)=[S:11])=[S:11])[CH:16]=[CH:15][CH:14]=[CH:13]1.N([C:19]([CH3:23])([CH3:22])[C:20]#[N:21])=N[C:19]([CH3:23])([CH3:22])[C:20]#[N:21]. The product is [N:12]1([C:10]([S:9][C:19]([C:20]#[N:21])([CH3:23])[CH3:22])=[S:11])[CH:13]=[CH:14][CH:15]=[CH:16]1. The catalyst is C(OCC)(=O)C. (3) The reactants are [Cl:1][C:2]1[CH:7]=[C:6]([Cl:8])[CH:5]=[CH:4][C:3]=1[C:9]1([C:27]2[CH:32]=[CH:31][C:30]([F:33])=[CH:29][CH:28]=2)[O:13][C:12]2[CH:14]=[C:15]([F:26])[C:16]([C:18]([N:20]3[CH2:25][CH2:24][O:23][CH2:22][CH2:21]3)=O)=[CH:17][C:11]=2[O:10]1.COC1C=CC(P2(SP(C3C=CC(OC)=CC=3)(=S)S2)=[S:43])=CC=1. The catalyst is C1C=CC=CC=1. The product is [Cl:1][C:2]1[CH:7]=[C:6]([Cl:8])[CH:5]=[CH:4][C:3]=1[C:9]1([C:27]2[CH:32]=[CH:31][C:30]([F:33])=[CH:29][CH:28]=2)[O:13][C:12]2[CH:14]=[C:15]([F:26])[C:16]([C:18]([N:20]3[CH2:25][CH2:24][O:23][CH2:22][CH2:21]3)=[S:43])=[CH:17][C:11]=2[O:10]1. The yield is 0.920. (4) The reactants are [Br:1][C:2]1[CH:8]=[C:7]([C:9]#[N:10])[CH:6]=[CH:5][C:3]=1[NH2:4].C(O)(=O)CC.[N:16](OS(=O)(=O)O)=O.[CH2:23]([CH:25]([CH2:54][CH2:55][CH2:56][CH3:57])[CH2:26][O:27][C:28]1[CH:44]=[CH:43][C:42]([O:45][CH2:46][CH:47]([CH2:52][CH3:53])[CH2:48][CH2:49][CH2:50][CH3:51])=[CH:41][C:29]=1[N:30]([CH2:36][CH2:37][CH2:38][CH2:39][CH3:40])[CH2:31][CH2:32][CH2:33][CH2:34][CH3:35])[CH3:24]. The catalyst is CCOC(C)=O.CCCCCCC.C(O)(=O)C.O1CCOCC1. The product is [Br:1][C:2]1[CH:8]=[C:7]([CH:6]=[CH:5][C:3]=1/[N:4]=[N:16]/[C:43]1[CH:44]=[C:28]([O:27][CH2:26][CH:25]([CH2:23][CH3:24])[CH2:54][CH2:55][CH2:56][CH3:57])[C:29]([N:30]([CH2:36][CH2:37][CH2:38][CH2:39][CH3:40])[CH2:31][CH2:32][CH2:33][CH2:34][CH3:35])=[CH:41][C:42]=1[O:45][CH2:46][CH:47]([CH2:52][CH3:53])[CH2:48][CH2:49][CH2:50][CH3:51])[C:9]#[N:10]. The yield is 0.510.